From a dataset of Forward reaction prediction with 1.9M reactions from USPTO patents (1976-2016). Predict the product of the given reaction. (1) Given the reactants C([O:8][C:9]1[N:14]=[C:13]2[NH:15][CH:16]=[N:17][C:12]2=[CH:11][CH:10]=1)C1C=CC=CC=1.[N+:18]([C:21]1[CH:26]=[CH:25][CH:24]=[CH:23][C:22]=1B(O)O)([O-:20])=[O:19], predict the reaction product. The product is: [N+:18]([C:21]1[CH:26]=[CH:25][CH:24]=[CH:23][C:22]=1[N:15]1[C:13]2=[N:14][C:9]([OH:8])=[CH:10][CH:11]=[C:12]2[N:17]=[CH:16]1)([O-:20])=[O:19]. (2) Given the reactants [CH3:1][O:2][CH2:3][O:4][C:5]1[CH:13]=[CH:12][CH:11]=[C:10]2[C:6]=1[CH:7]([OH:24])[N:8]([C:15]([CH3:23])([C:17]1[CH:22]=[CH:21][CH:20]=[CH:19][CH:18]=1)[CH3:16])[C:9]2=[O:14].CN(CCN(C)C)C.C([Li])(CC)C.CCCCCC.[I:44]I, predict the reaction product. The product is: [CH3:1][O:2][CH2:3][O:4][C:5]1[CH:13]=[CH:12][C:11]([I:44])=[C:10]2[C:6]=1[CH:7]([OH:24])[N:8]([C:15]([CH3:16])([C:17]1[CH:22]=[CH:21][CH:20]=[CH:19][CH:18]=1)[CH3:23])[C:9]2=[O:14]. (3) Given the reactants [Br:1][C:2]([CH2:4][CH2:5][CH2:6][CH2:7][CH2:8][CH2:9][CH2:10][CH2:11][O:12][CH:13]([O:15][CH2:16][CH3:17])[CH3:14])=[CH2:3].[CH:18]([Br:21])(Br)[Br:19].[Br-].[Br-].C([N+](C)(C)CC[N+](CC1C=CC=CC=1)(C)C)C1C=CC=CC=1.[OH-].[K+].[Br-].[Br-].C[NH2+]CC[N+](C)(C)C, predict the reaction product. The product is: [Br:19][C:18]1([Br:21])[CH2:3][C:2]1([Br:1])[CH2:4][CH2:5][CH2:6][CH2:7][CH2:8][CH2:9][CH2:10][CH2:11][O:12][CH:13]([O:15][CH2:16][CH3:17])[CH3:14]. (4) The product is: [F:1][C:2]1[CH:7]=[C:6]([I:8])[CH:5]=[CH:4][C:3]=1[NH:9][C:10]1[C:14]2[CH:15]=[N:16][CH:17]=[CH:18][C:13]=2[N:12]([CH2:19][CH2:20][OH:21])[C:11]=1[C:32]([NH2:34])=[O:33]. Given the reactants [F:1][C:2]1[CH:7]=[C:6]([I:8])[CH:5]=[CH:4][C:3]=1[NH:9][C:10]1[C:14]2[CH:15]=[N:16][CH:17]=[CH:18][C:13]=2[N:12]([CH2:19][CH2:20][O:21][Si](C(C)C)(C(C)C)C(C)C)[C:11]=1[C:32]([NH2:34])=[O:33].Cl, predict the reaction product. (5) Given the reactants Cl[C:2]1[CH:3]=[C:4]([C:7]([C:10]2[CH:15]=[CH:14][C:13]([Cl:16])=[CH:12][C:11]=2[Cl:17])=[CH:8][N:9]=1)[C:5]#[N:6].O.[NH2:19][NH2:20].O, predict the reaction product. The product is: [Cl:17][C:11]1[CH:12]=[C:13]([Cl:16])[CH:14]=[CH:15][C:10]=1[C:7]1[C:4]([C:5]#[N:6])=[CH:3][C:2]([NH:19][NH2:20])=[N:9][CH:8]=1.